Dataset: Reaction yield outcomes from USPTO patents with 853,638 reactions. Task: Predict the reaction yield, written as a fraction of the theoretical maximum amount of product (1.0 means a 100% yield; for example, 0.34 means a 34% yield). (1) The reactants are [CH:1]12[O:8][CH:5]([CH2:6][CH2:7]1)[CH2:4][N:3]([C:9]1[C:10]3[CH2:18][O:17][C:16]4([CH2:20][CH2:19]4)[C:11]=3[N:12]=[C:13](Cl)[N:14]=1)[CH2:2]2.[CH3:21][NH:22][C:23]([NH:25][C:26]1[CH:31]=[CH:30][C:29](B2OC(C)(C)C(C)(C)O2)=[CH:28][CH:27]=1)=[O:24].C([O-])(O)=O.[Na+]. The catalyst is O1CCOCC1.C1C=CC(P(C2C=CC=CC=2)[C-]2C=CC=C2)=CC=1.C1C=CC(P(C2C=CC=CC=2)[C-]2C=CC=C2)=CC=1.Cl[Pd]Cl.[Fe+2].C(Cl)Cl. The product is [CH:1]12[O:8][CH:5]([CH2:6][CH2:7]1)[CH2:4][N:3]([C:9]1[C:10]3[CH2:18][O:17][C:16]4([CH2:20][CH2:19]4)[C:11]=3[N:12]=[C:13]([C:29]3[CH:28]=[CH:27][C:26]([NH:25][C:23]([NH:22][CH3:21])=[O:24])=[CH:31][CH:30]=3)[N:14]=1)[CH2:2]2. The yield is 0.714. (2) The yield is 0.983. The product is [Cl:1][C:2]1[CH:3]=[C:4]([F:9])[C:5]([F:8])=[CH:6][C:7]=1[N+:10]([O-:12])=[O:11]. The reactants are [Cl:1][C:2]1[CH:7]=[CH:6][C:5]([F:8])=[C:4]([F:9])[CH:3]=1.[N+:10]([O-])([OH:12])=[O:11]. No catalyst specified. (3) The reactants are [CH:1]([C:4]1[CH:18]=[C:17]([O:19][CH3:20])[CH:16]=[CH:15][C:5]=1[O:6][C:7]1[C:8]([NH2:14])=[N:9][C:10]([NH2:13])=[N:11][CH:12]=1)([CH3:3])[CH3:2].F[C:22](F)(F)[C:23](O)=[O:24].C(Cl)(=O)C.[Cl-].[Cl-].[Cl-].[Al+3]. The catalyst is ClC(Cl)C.O. The product is [NH2:13][C:10]1[N:9]=[C:8]([NH2:14])[C:7]([O:6][C:5]2[C:4]([CH:1]([CH3:3])[CH3:2])=[CH:18][C:17]([O:19][CH3:20])=[C:16]([C:23](=[O:24])[CH3:22])[CH:15]=2)=[CH:12][N:11]=1. The yield is 0.310.